This data is from Peptide-MHC class I binding affinity with 185,985 pairs from IEDB/IMGT. The task is: Regression. Given a peptide amino acid sequence and an MHC pseudo amino acid sequence, predict their binding affinity value. This is MHC class I binding data. (1) The peptide sequence is MQALQLLLEV. The MHC is HLA-A02:06 with pseudo-sequence HLA-A02:06. The binding affinity (normalized) is 0.642. (2) The peptide sequence is ASSWAPTQK. The MHC is HLA-A69:01 with pseudo-sequence HLA-A69:01. The binding affinity (normalized) is 0.0847. (3) The peptide sequence is YRFRFRSVY. The MHC is HLA-A02:01 with pseudo-sequence HLA-A02:01. The binding affinity (normalized) is 0.0847. (4) The peptide sequence is FPNEVGARI. The MHC is HLA-B51:01 with pseudo-sequence HLA-B51:01. The binding affinity (normalized) is 0.458.